Dataset: Peptide-MHC class I binding affinity with 185,985 pairs from IEDB/IMGT. Task: Regression. Given a peptide amino acid sequence and an MHC pseudo amino acid sequence, predict their binding affinity value. This is MHC class I binding data. (1) The peptide sequence is NALLKHRFEII. The MHC is HLA-A02:06 with pseudo-sequence HLA-A02:06. The binding affinity (normalized) is 0.206. (2) The peptide sequence is YIALGRARV. The MHC is HLA-B35:01 with pseudo-sequence HLA-B35:01. The binding affinity (normalized) is 0.0847. (3) The peptide sequence is TEYKRVMTF. The MHC is HLA-B15:01 with pseudo-sequence HLA-B15:01. The binding affinity (normalized) is 0.386. (4) The peptide sequence is FTFDNSKFV. The MHC is HLA-B07:02 with pseudo-sequence HLA-B07:02. The binding affinity (normalized) is 0.0847. (5) The peptide sequence is NIRQAGVQY. The MHC is HLA-B35:01 with pseudo-sequence HLA-B35:01. The binding affinity (normalized) is 0.0368. (6) The peptide sequence is RIAQGVLQR. The MHC is HLA-B58:01 with pseudo-sequence HLA-B58:01. The binding affinity (normalized) is 0.0847. (7) The MHC is HLA-A31:01 with pseudo-sequence HLA-A31:01. The binding affinity (normalized) is 0.0847. The peptide sequence is SSDDFALIV. (8) The peptide sequence is IMLEGETKL. The MHC is HLA-B15:01 with pseudo-sequence HLA-B15:01. The binding affinity (normalized) is 0.0150. (9) The peptide sequence is IASKINNNR. The MHC is HLA-A11:01 with pseudo-sequence HLA-A11:01. The binding affinity (normalized) is 0.464. (10) The peptide sequence is TRQQTSFPF. The MHC is HLA-A30:01 with pseudo-sequence HLA-A30:01. The binding affinity (normalized) is 0.213.